Dataset: Full USPTO retrosynthesis dataset with 1.9M reactions from patents (1976-2016). Task: Predict the reactants needed to synthesize the given product. Given the product [F:30][C:31]1[CH:49]=[CH:48][C:34]([CH2:35][N:36]([CH3:47])[C:37]([C:39]2[CH2:40][N:29]([CH2:28][CH2:27][C:23]3[S:22][CH:26]=[CH:25][CH:24]=3)[C:42](=[O:45])[C:43]=2[OH:44])=[O:38])=[CH:33][CH:32]=1, predict the reactants needed to synthesize it. The reactants are: COC(=O)C(O)=CC(=O)N(CC1C=CC(F)=CC=1)C.C=O.[S:22]1[CH:26]=[CH:25][CH:24]=[C:23]1[CH2:27][CH2:28][NH2:29].[F:30][C:31]1[CH:49]=[CH:48][C:34]([CH2:35][N:36]([CH3:47])[C:37]([C:39]2[CH2:40]N(C)[C:42](=[O:45])[C:43]=2[OH:44])=[O:38])=[CH:33][CH:32]=1.